From a dataset of Catalyst prediction with 721,799 reactions and 888 catalyst types from USPTO. Predict which catalyst facilitates the given reaction. (1) Reactant: [F:1][C:2]1[CH:3]=[C:4]([CH:8]=[C:9]([F:11])[CH:10]=1)[C:5]([OH:7])=O.[NH2:12][CH:13]1[CH2:17][N:16]([C:18]2[CH:23]=[CH:22][C:21]([Cl:24])=[CH:20][CH:19]=2)[C:15](=[O:25])[CH2:14]1.Cl.CN(C)CCCN=C=NCC. Product: [Cl:24][C:21]1[CH:20]=[CH:19][C:18]([N:16]2[C:15](=[O:25])[CH2:14][CH:13]([NH:12][C:5](=[O:7])[C:4]3[CH:8]=[C:9]([F:11])[CH:10]=[C:2]([F:1])[CH:3]=3)[CH2:17]2)=[CH:23][CH:22]=1. The catalyst class is: 112. (2) Reactant: [OH:1][C:2]1[CH:3]=[C:4]2[C:9](=[CH:10][CH:11]=1)[C:8](=[O:12])[CH2:7][CH2:6][CH2:5]2.[F:13][C:14]([F:27])([F:26])[S:15](O[S:15]([C:14]([F:27])([F:26])[F:13])(=[O:17])=[O:16])(=[O:17])=[O:16].Cl. Product: [F:13][C:14]([F:27])([F:26])[S:15]([O:1][C:2]1[CH:11]=[CH:10][C:9]2[C:8](=[O:12])[CH2:7][CH2:6][CH2:5][C:4]=2[CH:3]=1)(=[O:17])=[O:16]. The catalyst class is: 300. (3) Reactant: [O:1]1[CH2:6][CH2:5][CH2:4][O:3][CH:2]1[C:7]1[CH:12]=[CH:11][C:10]([C:13]2[S:14][C:15]3[C:20]([N:21]=2)=[CH:19][CH:18]=[C:17]([Sn](C)(C)C)[N:16]=3)=[C:9]([F:26])[CH:8]=1.[O:27]1[CH2:32][CH2:31][CH:30]([C:33](Cl)=[O:34])[CH2:29][CH2:28]1. Product: [O:1]1[CH2:6][CH2:5][CH2:4][O:3][CH:2]1[C:7]1[CH:12]=[CH:11][C:10]([C:13]2[S:14][C:15]3[C:20]([N:21]=2)=[CH:19][CH:18]=[C:17]([C:33]([CH:30]2[CH2:31][CH2:32][O:27][CH2:28][CH2:29]2)=[O:34])[N:16]=3)=[C:9]([F:26])[CH:8]=1. The catalyst class is: 11. (4) Reactant: [CH2:1]([C:3]1[C:8]([CH2:9][OH:10])=[CH:7][CH:6]=[CH:5][C:4]=1[NH:11][C:12]1[C:21]2[C:16](=[CH:17][C:18]([OH:24])=[C:19]([O:22][CH3:23])[CH:20]=2)[N:15]=[CH:14][C:13]=1[C:25]([NH2:27])=[O:26])[CH3:2].CS(O[CH:33]1[CH2:38][CH2:37][N:36]([C:39]([O:41][C:42]([CH3:45])([CH3:44])[CH3:43])=[O:40])[CH2:35][CH2:34]1)(=O)=O.C(=O)([O-])[O-].[Cs+].[Cs+]. Product: [NH2:27][C:25]([C:13]1[CH:14]=[N:15][C:16]2[C:21]([C:12]=1[NH:11][C:4]1[CH:5]=[CH:6][CH:7]=[C:8]([CH2:9][OH:10])[C:3]=1[CH2:1][CH3:2])=[CH:20][C:19]([O:22][CH3:23])=[C:18]([O:24][CH:33]1[CH2:38][CH2:37][N:36]([C:39]([O:41][C:42]([CH3:45])([CH3:44])[CH3:43])=[O:40])[CH2:35][CH2:34]1)[CH:17]=2)=[O:26]. The catalyst class is: 16. (5) Reactant: C(=O)([O-])[O-].[K+].[K+].[ClH:7].Cl.[NH2:9][C@@H:10]([CH2:19][C:20]1[CH:25]=[CH:24][CH:23]=[CH:22][CH:21]=1)[C:11]([NH:13][CH2:14][CH2:15][N:16]([CH3:18])[CH3:17])=[O:12].[CH:26](=O)[CH2:27][CH:28]([CH3:30])[CH3:29].C([BH3-])#N.[Na+]. Product: [ClH:7].[ClH:7].[CH2:26]([NH:9][C@@H:10]([CH2:19][C:20]1[CH:21]=[CH:22][CH:23]=[CH:24][CH:25]=1)[C:11]([NH:13][CH2:14][CH2:15][N:16]([CH3:18])[CH3:17])=[O:12])[CH2:27][CH:28]([CH3:30])[CH3:29]. The catalyst class is: 40. (6) Reactant: Cl.Cl.[NH:3]1[CH2:8][CH2:7][CH:6]([CH2:9][CH2:10][N:11]2[CH2:16][CH2:15][CH:14]([N:17]3[C:21]4[CH:22]=[CH:23][CH:24]=[CH:25][C:20]=4[NH:19][C:18]3=[O:26])[CH2:13][CH2:12]2)[CH2:5][CH2:4]1.[C:27](Cl)(=[O:34])[C:28]1[CH:33]=[CH:32][CH:31]=[CH:30][CH:29]=1.C(N(C(C)C)CC)(C)C.N1CCCCC1. Product: [C:27]([N:3]1[CH2:8][CH2:7][CH:6]([CH2:9][CH2:10][N:11]2[CH2:16][CH2:15][CH:14]([N:17]3[C:21]4[CH:22]=[CH:23][CH:24]=[CH:25][C:20]=4[NH:19][C:18]3=[O:26])[CH2:13][CH2:12]2)[CH2:5][CH2:4]1)(=[O:34])[C:28]1[CH:33]=[CH:32][CH:31]=[CH:30][CH:29]=1. The catalyst class is: 22.